Dataset: Peptide-MHC class II binding affinity with 134,281 pairs from IEDB. Task: Regression. Given a peptide amino acid sequence and an MHC pseudo amino acid sequence, predict their binding affinity value. This is MHC class II binding data. (1) The peptide sequence is DCLLCAYSIEFGTNI. The MHC is HLA-DQA10301-DQB10302 with pseudo-sequence HLA-DQA10301-DQB10302. The binding affinity (normalized) is 0.348. (2) The peptide sequence is VDGMAWFTPVGLAVD. The MHC is DRB1_1101 with pseudo-sequence DRB1_1101. The binding affinity (normalized) is 0.353. (3) The peptide sequence is EKMYFAATQFEPLAA. The MHC is HLA-DPA10301-DPB10402 with pseudo-sequence HLA-DPA10301-DPB10402. The binding affinity (normalized) is 0.926. (4) The peptide sequence is ELFVAAYVPYVAWLV. The MHC is DRB1_0802 with pseudo-sequence DRB1_0802. The binding affinity (normalized) is 0.298.